From a dataset of Full USPTO retrosynthesis dataset with 1.9M reactions from patents (1976-2016). Predict the reactants needed to synthesize the given product. (1) Given the product [C:17]([S@@:20](/[N:22]=[CH:1]/[C:3]1[N:7]([CH3:8])[CH:6]=[C:5]([C:9]([O:11][C:12]([CH3:15])([CH3:14])[CH3:13])=[O:10])[CH:4]=1)=[O:21])([CH3:19])([CH3:18])[CH3:16], predict the reactants needed to synthesize it. The reactants are: [CH:1]([C:3]1[N:7]([CH3:8])[CH:6]=[C:5]([C:9]([O:11][C:12]([CH3:15])([CH3:14])[CH3:13])=[O:10])[CH:4]=1)=O.[CH3:16][C:17]([S@@:20]([NH2:22])=[O:21])([CH3:19])[CH3:18].O. (2) Given the product [CH3:1][C:2]1[CH:7]=[CH:6][N:5]=[CH:4][C:3]=1[C:12]1[CH:21]=[CH:20][C:19]([N+:22]([O-:24])=[O:23])=[CH:18][C:13]=1[C:14]([O:16][CH3:17])=[O:15], predict the reactants needed to synthesize it. The reactants are: [CH3:1][C:2]1[CH:7]=[CH:6][N:5]=[CH:4][C:3]=1B(O)O.Br[C:12]1[CH:21]=[CH:20][C:19]([N+:22]([O-:24])=[O:23])=[CH:18][C:13]=1[C:14]([O:16][CH3:17])=[O:15].CC1C=CN=CC=1C1C=CC=C2C=1C=NN2.